This data is from Catalyst prediction with 721,799 reactions and 888 catalyst types from USPTO. The task is: Predict which catalyst facilitates the given reaction. (1) Reactant: [Br:1][C:2]1[C:9]([F:10])=[CH:8][C:5]([CH:6]=O)=[C:4]([F:11])[CH:3]=1.[NH2:12]OS(O)(=O)=O. Product: [Br:1][C:2]1[C:9]([F:10])=[CH:8][C:5]([C:6]#[N:12])=[C:4]([F:11])[CH:3]=1. The catalyst class is: 6. (2) Reactant: [NH:1]1[C:5]2[CH:6]=[CH:7][CH:8]=[CH:9][C:4]=2[N:3]=[C:2]1[S:10][CH2:11][C:12]([N:14]1[C:23]2[C:18](=[CH:19][CH:20]=[CH:21][CH:22]=2)[CH2:17][CH2:16][CH2:15]1)=[O:13].S([C:34]#[N:35])(C1C=CC(C)=CC=1)(=O)=O. Product: [N:14]1([C:12](=[O:13])[CH2:11][S:10][C:2]2[N:3]([C:34]#[N:35])[C:4]3[CH:9]=[CH:8][CH:7]=[CH:6][C:5]=3[N:1]=2)[C:23]2[C:18](=[CH:19][CH:20]=[CH:21][CH:22]=2)[CH2:17][CH2:16][CH2:15]1. The catalyst class is: 1. (3) Reactant: [CH2:1]([Li])[CH2:2][CH2:3][CH3:4].CC[O:8][CH2:9][CH3:10]. Product: [CH2:9]([OH:8])[CH2:10][CH2:4][CH2:3]/[CH:2]=[CH:1]/[CH2:1][CH2:2][CH2:3][CH3:4]. The catalyst class is: 530. (4) Reactant: [CH2:1]([O:8][C:9]([NH:11][C@H:12]([C:30]([NH:32][C@@H:33]([CH2:38][CH2:39][CH2:40][CH3:41])[C:34]([O:36][CH3:37])=[O:35])=O)[CH2:13][C:14]1[C:22]2[C:17](=[CH:18][CH:19]=[CH:20][CH:21]=2)[N:16]([C:23]([O:25][C:26]([CH3:29])([CH3:28])[CH3:27])=[O:24])[CH:15]=1)=[O:10])[C:2]1[CH:7]=[CH:6][CH:5]=[CH:4][CH:3]=1.C1(P(C2C=CC=CC=2)C2C=CC=CC=2)C=CC=CC=1.N#N.CC(OC(/N=N/C(OC(C)C)=O)=O)C.P([N:93]=[N+:94]=[N-:95])(=O)(OC1C=CC=CC=1)OC1C=CC=CC=1. Product: [CH2:1]([O:8][C:9]([NH:11][C@H:12]([C:30]1[N:32]([C@@H:33]([CH2:38][CH2:39][CH2:40][CH3:41])[C:34]([O:36][CH3:37])=[O:35])[N:95]=[N:94][N:93]=1)[CH2:13][C:14]1[C:22]2[C:17](=[CH:18][CH:19]=[CH:20][CH:21]=2)[N:16]([C:23]([O:25][C:26]([CH3:29])([CH3:28])[CH3:27])=[O:24])[CH:15]=1)=[O:10])[C:2]1[CH:3]=[CH:4][CH:5]=[CH:6][CH:7]=1. The catalyst class is: 56. (5) Reactant: [CH:1](NC(C)C)(C)C.[CH2:8]([Li])CCC.[Li+].CC([N-]C(C)C)C.[C:21]1(=[O:30])[C:29]2[C:24](=[CH:25][CH:26]=[CH:27][CH:28]=2)[CH2:23][CH2:22]1.[C:31]([C:33]([O:35][CH3:36])=[O:34])#N. Product: [CH3:1][CH:22]1[CH2:23][C:24]2[C:29](=[CH:28][CH:27]=[CH:26][CH:25]=2)[C:21]1=[O:30].[CH3:8][C:31]1([C:33]([O:35][CH3:36])=[O:34])[CH2:23][C:24]2[C:29](=[CH:28][CH:27]=[CH:26][CH:25]=2)[C:21]1=[O:30]. The catalyst class is: 1. (6) Reactant: [CH2:1]([C@H:3]1[C@@H:7]([C:8]2[N:12]3[C:13]4[CH:19]=[CH:18][N:17]([S:20]([C:23]5[CH:29]=[CH:28][C:26]([CH3:27])=[CH:25][CH:24]=5)(=[O:22])=[O:21])[C:14]=4[N:15]=[CH:16][C:11]3=[N:10][N:9]=2)[CH2:6][C@@H:5]([NH2:30])[CH2:4]1)[CH3:2].[N:31]1([S:35](Cl)(=[O:37])=[O:36])[CH2:34][CH2:33][CH2:32]1. Product: [CH2:1]([C@H:3]1[C@@H:7]([C:8]2[N:12]3[C:13]4[CH:19]=[CH:18][N:17]([S:20]([C:23]5[CH:24]=[CH:25][C:26]([CH3:27])=[CH:28][CH:29]=5)(=[O:22])=[O:21])[C:14]=4[N:15]=[CH:16][C:11]3=[N:10][N:9]=2)[CH2:6][C@@H:5]([NH:30][S:35]([N:31]2[CH2:34][CH2:33][CH2:32]2)(=[O:37])=[O:36])[CH2:4]1)[CH3:2]. The catalyst class is: 3. (7) Reactant: Br[C:2]1[CH:3]=[C:4]([CH:20]=[CH:21][CH:22]=1)[O:5][CH2:6][CH2:7][C@@H:8]([N:12]1[CH:16]=[C:15]([C:17]([NH2:19])=[O:18])[N:14]=[CH:13]1)[C@@H:9]([OH:11])[CH3:10].[S:23]1[C:27]2[CH:28]=[CH:29][CH:30]=[CH:31][C:26]=2[CH:25]=[C:24]1B(O)O.C([O-])([O-])=O.[Na+].[Na+]. Product: [S:23]1[C:24]([C:2]2[CH:3]=[C:4]([CH:20]=[CH:21][CH:22]=2)[O:5][CH2:6][CH2:7][C@@H:8]([N:12]2[CH:16]=[C:15]([C:17]([NH2:19])=[O:18])[N:14]=[CH:13]2)[C@@H:9]([OH:11])[CH3:10])=[CH:25][C:26]2[CH:31]=[CH:30][CH:29]=[CH:28][C:27]1=2. The catalyst class is: 108. (8) Reactant: Cl[C:2]1[N:7]=[C:6]([C:8]2[N:12]3[CH:13]=[CH:14][CH:15]=[CH:16][C:11]3=[N:10][CH:9]=2)[C:5]([Cl:17])=[CH:4][N:3]=1.[NH2:18][C:19]1[CH:24]=[CH:23][C:22]([CH2:25][C:26]([OH:28])=[O:27])=[CH:21][C:20]=1[O:29][CH3:30].O.CC1C=CC(S(O)(=O)=O)=CC=1. Product: [Cl:17][C:5]1[C:6]([C:8]2[N:12]3[CH:13]=[CH:14][CH:15]=[CH:16][C:11]3=[N:10][CH:9]=2)=[N:7][C:2]([NH:18][C:19]2[CH:24]=[CH:23][C:22]([CH2:25][C:26]([OH:28])=[O:27])=[CH:21][C:20]=2[O:29][CH3:30])=[N:3][CH:4]=1. The catalyst class is: 44. (9) Reactant: [OH-].[Na+:2].[Cl:3][C:4]1[C:5]([C:29]2[N:33]3[CH:34]=[CH:35][CH:36]=[C:37]([F:38])[C:32]3=[N:31][CH:30]=2)=[N:6][C:7]([NH:10][C:11]2[CH:16]=[CH:15][C:14]([N:17]([CH3:26])[CH2:18][C:19]([O:21]C(C)(C)C)=[O:20])=[CH:13][C:12]=2[O:27][CH3:28])=[N:8][CH:9]=1. Product: [Cl:3][C:4]1[C:5]([C:29]2[N:33]3[CH:34]=[CH:35][CH:36]=[C:37]([F:38])[C:32]3=[N:31][CH:30]=2)=[N:6][C:7]([NH:10][C:11]2[CH:16]=[CH:15][C:14]([N:17]([CH3:26])[CH2:18][C:19]([O-:21])=[O:20])=[CH:13][C:12]=2[O:27][CH3:28])=[N:8][CH:9]=1.[Na+:2]. The catalyst class is: 14.